From a dataset of Forward reaction prediction with 1.9M reactions from USPTO patents (1976-2016). Predict the product of the given reaction. (1) The product is: [CH3:15][C:14]1[N:1]=[C:2]2[C:7]([CH3:8])=[CH:6][CH:5]=[CH:4][N:3]2[C:13]=1[C:11](=[O:12])[CH3:10]. Given the reactants [NH2:1][C:2]1[C:7]([CH3:8])=[CH:6][CH:5]=[CH:4][N:3]=1.Cl[CH2:10][C:11]([CH2:13][C:14](=O)[CH3:15])=[O:12], predict the reaction product. (2) The product is: [CH2:31]([N:20]([CH2:13][C:14]1[CH:15]=[CH:16][CH:17]=[CH:18][CH:19]=1)[C@@H:21]([CH2:24][C:25]1[CH:26]=[CH:27][CH:28]=[CH:29][CH:30]=1)[C@@H:22]([C:2]1[CH:7]=[CH:6][CH:5]=[CH:4][N:3]=1)[OH:23])[C:32]1[CH:33]=[CH:34][CH:35]=[CH:36][CH:37]=1. Given the reactants Br[C:2]1[CH:7]=[CH:6][CH:5]=[CH:4][N:3]=1.C([Li])CCC.[CH2:13]([N:20]([CH2:31][C:32]1[CH:37]=[CH:36][CH:35]=[CH:34][CH:33]=1)[C@@H:21]([CH2:24][C:25]1[CH:30]=[CH:29][CH:28]=[CH:27][CH:26]=1)[CH:22]=[O:23])[C:14]1[CH:19]=[CH:18][CH:17]=[CH:16][CH:15]=1, predict the reaction product. (3) Given the reactants O=O.O=C[C@@H]([C@H]([C@@H]([C@@H](CO)O)O)O)O.[CH2:15]1[C@@H:20]([OH:21])[C@@H:19]([OH:22])[C@H:18]([OH:23])[CH2:17][C@@:16]1([C:25]([OH:27])=[O:26])[OH:24].C1[C@:34](O)([C:35]([OH:37])=[O:36])CC(=O)[C@@H](O)[C@@H]1O, predict the reaction product. The product is: [CH2:15]1[C@@H:20]([OH:21])[C@@H:19]([OH:22])[C@H:18]([OH:23])[CH2:17][C@@:16]1([C:25]([OH:27])=[O:26])[OH:24].[C:35]([O-:37])(=[O:36])[CH3:34]. (4) Given the reactants [Cl:1][C:2]1[CH:7]=[CH:6][C:5]([CH:8]([NH:20][C:21]2[CH:26]=[C:25]([CH3:27])[C:24](=[O:28])[N:23]([CH3:29])[CH:22]=2)[C:9]2[CH:10]=[N:11][N:12]([CH:17]([CH3:19])[CH3:18])[C:13]=2[C:14]([OH:16])=O)=[CH:4][CH:3]=1, predict the reaction product. The product is: [Cl:1][C:2]1[CH:3]=[CH:4][C:5]([CH:8]2[C:9]3[CH:10]=[N:11][N:12]([CH:17]([CH3:18])[CH3:19])[C:13]=3[C:14](=[O:16])[N:20]2[C:21]2[CH:26]=[C:25]([CH3:27])[C:24](=[O:28])[N:23]([CH3:29])[CH:22]=2)=[CH:6][CH:7]=1.